Dataset: Catalyst prediction with 721,799 reactions and 888 catalyst types from USPTO. Task: Predict which catalyst facilitates the given reaction. (1) Product: [CH3:6][C:7]1[CH:12]=[CH:11][C:10]([CH:20]([OH:28])[C:21]2[CH:27]=[CH:26][CH:25]=[CH:24][C:22]=2[OH:23])=[CH:9][CH:8]=1. Reactant: C1COCC1.[CH3:6][C:7]1[CH:12]=[CH:11][C:10]([Mg]Br)=[CH:9][CH:8]=1.CCOCC.[CH:20](=[O:28])[C:21]1[C:22](=[CH:24][CH:25]=[CH:26][CH:27]=1)[OH:23].C1(C)C=CC=CC=1. The catalyst class is: 6. (2) Reactant: [F:1][C:2]1[CH:7]=[C:6]([N+:8]([O-])=O)[CH:5]=[CH:4][C:3]=1[CH:11]([C:16]([O:18][CH3:19])=[O:17])[C:12]([O:14][CH3:15])=[O:13]. Product: [NH2:8][C:6]1[CH:5]=[CH:4][C:3]([CH:11]([C:12]([O:14][CH3:15])=[O:13])[C:16]([O:18][CH3:19])=[O:17])=[C:2]([F:1])[CH:7]=1. The catalyst class is: 8. (3) Reactant: [Cl:1][C:2]1[CH:3]=[C:4]([C:12]2[S:16][C:15]([C:17]3[CH:22]=[CH:21][N:20]=[C:19]4[N:23]([CH2:26][CH2:27][C:28]([O:30]CC)=[O:29])[CH:24]=[CH:25][C:18]=34)=[N:14][N:13]=2)[CH:5]=[CH:6][C:7]=1[O:8][CH:9]([CH3:11])[CH3:10].[OH-].[Na+].Cl. Product: [Cl:1][C:2]1[CH:3]=[C:4]([C:12]2[S:16][C:15]([C:17]3[CH:22]=[CH:21][N:20]=[C:19]4[N:23]([CH2:26][CH2:27][C:28]([OH:30])=[O:29])[CH:24]=[CH:25][C:18]=34)=[N:14][N:13]=2)[CH:5]=[CH:6][C:7]=1[O:8][CH:9]([CH3:11])[CH3:10]. The catalyst class is: 3. (4) Reactant: [CH3:1][O:2][C:3]1[CH:10]=[CH:9][CH:8]=[CH:7][C:4]=1[CH2:5][NH2:6].[CH3:11][C:12](OC(C)=O)=[O:13]. Product: [CH3:1][O:2][C:3]1[CH:10]=[CH:9][CH:8]=[CH:7][C:4]=1[CH2:5][NH:6][C:12](=[O:13])[CH3:11]. The catalyst class is: 6. (5) Reactant: [NH2:1][C@@H:2]1[C@@H:7]2[O:8][C@@H:4]([CH2:5][CH2:6]2)[C@@H:3]1[C:9]([NH2:11])=[O:10].Cl[C:13]1[C:18]([Cl:19])=[CH:17][N:16]=[C:15]([NH2:20])[C:14]=1[N+:21]([O-:23])=[O:22].CCN(C(C)C)C(C)C. Product: [NH2:20][C:15]1[C:14]([N+:21]([O-:23])=[O:22])=[C:13]([NH:1][C@@H:2]2[C@@H:7]3[O:8][C@@H:4]([CH2:5][CH2:6]3)[C@@H:3]2[C:9]([NH2:11])=[O:10])[C:18]([Cl:19])=[CH:17][N:16]=1. The catalyst class is: 41. (6) Reactant: CO[C:3](=[O:17])[C:4]1[C:9]([C:10]([F:13])([F:12])[F:11])=[CH:8][C:7]([F:14])=[CH:6][C:5]=1[CH2:15]Br.[CH2:18]([C:20]1[CH:27]=[CH:26][C:23]([CH2:24][NH2:25])=[CH:22][CH:21]=1)[CH3:19].C([O-])([O-])=O.[K+].[K+].C(OCC)(=O)C. Product: [F:14][C:7]1[CH:6]=[C:5]2[C:4](=[C:9]([C:10]([F:11])([F:12])[F:13])[CH:8]=1)[C:3](=[O:17])[N:25]([CH2:24][C:23]1[CH:26]=[CH:27][C:20]([CH2:18][CH3:19])=[CH:21][CH:22]=1)[CH2:15]2. The catalyst class is: 345.